Dataset: Forward reaction prediction with 1.9M reactions from USPTO patents (1976-2016). Task: Predict the product of the given reaction. (1) Given the reactants Cl[C:2]1[C:11]2[C:6](=[CH:7][C:8]([F:12])=[CH:9][CH:10]=2)[N:5]=[C:4]([C:13]2[CH:18]=[CH:17][CH:16]=[CH:15][N:14]=2)[C:3]=1[CH:19]([CH3:21])[CH3:20].[O:22]1[CH2:27][CH2:26][N:25]([C:28]2[C:33]([NH2:34])=[CH:32][C:31]([N:35]3[CH2:40][CH2:39][O:38][CH2:37][CH2:36]3)=[CH:30][N:29]=2)[CH2:24][CH2:23]1, predict the reaction product. The product is: [N:25]1([C:28]2[C:33]([NH:34][C:2]3[C:11]4[C:6](=[CH:7][C:8]([F:12])=[CH:9][CH:10]=4)[N:5]=[C:4]([C:13]4[CH:18]=[CH:17][CH:16]=[CH:15][N:14]=4)[C:3]=3[CH:19]([CH3:21])[CH3:20])=[CH:32][C:31]([N:35]3[CH2:36][CH2:37][O:38][CH2:39][CH2:40]3)=[CH:30][N:29]=2)[CH2:24][CH2:23][O:22][CH2:27][CH2:26]1. (2) Given the reactants [F:1][C:2]1[CH:29]=[CH:28][C:5]2[N:6]=[C:7]([N:18]3[CH2:23][CH2:22][NH:21][C@@H:20]([CH2:24][CH2:25][O:26][CH3:27])[CH2:19]3)[C:8]3[CH:14]=[C:13]([CH:15]([CH3:17])[CH3:16])[CH:12]=[CH:11][C:9]=3[NH:10][C:4]=2[CH:3]=1.[C:30](O[BH-]([O:39][C:40](=[O:42])[CH3:41])[O:39][C:40](=[O:42])[CH3:41])(=O)[CH3:30].[Na+].C=[O:45], predict the reaction product. The product is: [NH3:6].[C:40]([OH:39])(=[O:42])[CH2:41][CH2:24][C:25]([OH:26])=[O:45].[F:1][C:2]1[CH:29]=[CH:28][C:5]2[N:6]=[C:7]([N:18]3[CH2:23][CH2:22][N:21]([CH3:30])[C@@H:20]([CH2:24][CH2:25][O:26][CH3:27])[CH2:19]3)[C:8]3[CH:14]=[C:13]([CH:15]([CH3:17])[CH3:16])[CH:12]=[CH:11][C:9]=3[NH:10][C:4]=2[CH:3]=1. (3) The product is: [Br:1][C:2]1[C:3]([N+:19]([O-:21])=[O:20])=[C:4]2[O:18][C:12]([C:13]([CH3:16])([CH3:15])[CH3:14])=[N:11][C:5]2=[C:6]([C:7]([OH:9])=[O:8])[CH:10]=1. Given the reactants [Br:1][C:2]1[C:3]([N+:19]([O-:21])=[O:20])=[C:4]([OH:18])[C:5]([NH:11][C:12](=O)[C:13]([CH3:16])([CH3:15])[CH3:14])=[C:6]([CH:10]=1)[C:7]([OH:9])=[O:8].O.C1(C)C=CC(S(O)(=O)=O)=CC=1.C(OCC)(=O)C, predict the reaction product. (4) Given the reactants CCCC[N+](CCCC)(CCCC)CCCC.[F-].C([SiH2][O:24][C:25](C1C=CC=CC=1)(C1C=CC=CC=1)[C:26]1[CH:31]=[CH:30][N:29]2[N:32]=[C:33]([CH3:52])[C:34]([C:35]3[C:36](=[O:51])[NH:37][C:38](=[O:50])[C:39]=3[C:40]3[C:48]4[C:43](=[C:44]([CH3:49])[CH:45]=[CH:46][CH:47]=4)[NH:42][CH:41]=3)=[C:28]2[CH:27]=1)(C)(C)C, predict the reaction product. The product is: [OH:24][CH2:25][C:26]1[CH:31]=[CH:30][N:29]2[N:32]=[C:33]([CH3:52])[C:34]([C:35]3[C:36](=[O:51])[NH:37][C:38](=[O:50])[C:39]=3[C:40]3[C:48]4[C:43](=[C:44]([CH3:49])[CH:45]=[CH:46][CH:47]=4)[NH:42][CH:41]=3)=[C:28]2[CH:27]=1. (5) Given the reactants [F:1][C:2]1[C:7]([F:8])=[CH:6][CH:5]=[CH:4][C:3]=1[CH2:9][S:10][C:11]1[N:20]=[C:19](SCC2C=CC=C(F)C=2F)[C:18]2[C:13](=[N:14][C:15]([NH2:31])=[CH:16][N:17]=2)[N:12]=1.[NH2:32][C:33]([CH3:37])([CH3:36])[CH2:34][OH:35], predict the reaction product. The product is: [NH2:31][C:15]1[N:14]=[C:13]2[C:18]([C:19]([NH:32][C:33]([CH3:37])([CH3:36])[CH2:34][OH:35])=[N:20][C:11]([S:10][CH2:9][C:3]3[CH:4]=[CH:5][CH:6]=[C:7]([F:8])[C:2]=3[F:1])=[N:12]2)=[N:17][CH:16]=1. (6) Given the reactants [CH3:1][C:2]1[C:7]2[N:8]=[C:9]([CH2:11][CH2:12][CH3:13])[NH:10][C:6]=2[CH:5]=[C:4]([C:14]([OH:16])=[O:15])[CH:3]=1.Cl.[CH3:18]O, predict the reaction product. The product is: [CH3:18][O:15][C:14]([C:4]1[CH:3]=[C:2]([CH3:1])[C:7]2[N:8]=[C:9]([CH2:11][CH2:12][CH3:13])[NH:10][C:6]=2[CH:5]=1)=[O:16]. (7) Given the reactants [CH:1]1([N:5]2[CH2:10][CH:9]3[CH:7]([CH:8]3[C:11]([OH:13])=O)[CH2:6]2)[CH2:4][CH2:3][CH2:2]1.P(Cl)(Cl)(Cl)=O.[NH2:19][C:20]1[C:29]([Cl:30])=[CH:28][C:27]([C:31]([NH:33][NH2:34])=O)=[C:26]2[C:21]=1[CH2:22][CH2:23][CH2:24][O:25]2, predict the reaction product. The product is: [Cl:30][C:29]1[C:20]([NH2:19])=[C:21]2[C:26](=[C:27]([C:31]3[O:13][C:11]([CH:8]4[CH:7]5[CH:9]4[CH2:10][N:5]([CH:1]4[CH2:2][CH2:3][CH2:4]4)[CH2:6]5)=[N:34][N:33]=3)[CH:28]=1)[O:25][CH2:24][CH2:23][CH2:22]2. (8) Given the reactants C([O-])=O.[NH4+].C([N:12]1[CH2:16][CH:15]2[C:17](=[CH2:26])[C:18]3[CH:19]=[CH:20][C:21]([O:24][CH3:25])=[CH:22][C:23]=3[CH:14]2[CH2:13]1)C1C=CC=CC=1, predict the reaction product. The product is: [CH3:25][O:24][C:21]1[CH:20]=[CH:19][C:18]2[CH:17]([CH3:26])[CH:15]3[CH2:16][NH:12][CH2:13][CH:14]3[C:23]=2[CH:22]=1. (9) The product is: [CH2:13]([C:15]1[S:53][C:18]2[N:19]([CH2:36][C:37]3[CH:42]=[CH:41][C:40]([C:43]4[CH:48]=[CH:47][CH:46]=[CH:45][C:44]=4[C:49]4[NH:3][C:4](=[O:7])[O:5][N:50]=4)=[CH:39][C:38]=3[O:51][CH3:52])[C:20](=[O:35])[N:21]([CH2:24][C:25]([C:27]3[CH:32]=[CH:31][C:30]([O:33][CH3:34])=[CH:29][CH:28]=3)=[O:26])[C:22](=[O:23])[C:17]=2[CH:16]=1)[CH3:14]. Given the reactants [Cl-].O[NH3+:3].[C:4](=[O:7])([O-])[OH:5].[Na+].CS(C)=O.[CH2:13]([C:15]1[S:53][C:18]2[N:19]([CH2:36][C:37]3[CH:42]=[CH:41][C:40]([C:43]4[C:44]([C:49]#[N:50])=[CH:45][CH:46]=[CH:47][CH:48]=4)=[CH:39][C:38]=3[O:51][CH3:52])[C:20](=[O:35])[N:21]([CH2:24][C:25]([C:27]3[CH:32]=[CH:31][C:30]([O:33][CH3:34])=[CH:29][CH:28]=3)=[O:26])[C:22](=[O:23])[C:17]=2[CH:16]=1)[CH3:14], predict the reaction product. (10) Given the reactants S(O)(O)(=O)=O.[NH2:6][CH2:7][C:8]#[N:9].[CH2:10]([N:17]=[C:18]=[O:19])[C:11]1[CH:16]=[CH:15][CH:14]=[CH:13][CH:12]=1.C(N(CC)C(C)C)(C)C, predict the reaction product. The product is: [CH2:10]([NH:17][C:18]([NH:9][CH2:8][C:7]#[N:6])=[O:19])[C:11]1[CH:16]=[CH:15][CH:14]=[CH:13][CH:12]=1.